From a dataset of Forward reaction prediction with 1.9M reactions from USPTO patents (1976-2016). Predict the product of the given reaction. Given the reactants [C:1]([O:5][C:6]([N:8]1[CH2:13][CH2:12][N:11]([C:14]2[CH:22]=[CH:21][C:17]([C:18](O)=[O:19])=[CH:16][C:15]=2[CH3:23])[CH2:10][CH2:9]1)=[O:7])([CH3:4])([CH3:3])[CH3:2].Cl.CN.Cl.[CH2:28]([N:30]=C=NCCCN(C)C)C.CN1CCOCC1, predict the reaction product. The product is: [CH3:23][C:15]1[CH:16]=[C:17]([C:18](=[O:19])[NH:30][CH3:28])[CH:21]=[CH:22][C:14]=1[N:11]1[CH2:12][CH2:13][N:8]([C:6]([O:5][C:1]([CH3:2])([CH3:4])[CH3:3])=[O:7])[CH2:9][CH2:10]1.